From a dataset of Reaction yield outcomes from USPTO patents with 853,638 reactions. Predict the reaction yield, written as a fraction of the theoretical maximum amount of product (1.0 means a 100% yield; for example, 0.34 means a 34% yield). (1) The reactants are [F:1][C:2]1[CH:7]=[CH:6][CH:5]=[C:4]([F:8])[C:3]=1[C:9]1[N:14]=[C:13]([C:15]([NH:17][C:18]2[CH:19]=[N:20][CH:21]=[CH:22][C:23]=2[C@H:24]2[CH2:29][C@@H:28]([NH:30]C(=O)OC(C)(C)C)[C:27](=[O:38])[C@@H:26]([CH3:39])[CH2:25]2)=[O:16])[CH:12]=[CH:11][C:10]=1[F:40].C(O)(C(F)(F)F)=O.C(Cl)Cl. No catalyst specified. The product is [NH2:30][C@H:28]1[C:27](=[O:38])[C@@H:26]([CH3:39])[CH2:25][C@@H:24]([C:23]2[CH:22]=[CH:21][N:20]=[CH:19][C:18]=2[NH:17][C:15](=[O:16])[C:13]2[CH:12]=[CH:11][C:10]([F:40])=[C:9]([C:3]3[C:4]([F:8])=[CH:5][CH:6]=[CH:7][C:2]=3[F:1])[N:14]=2)[CH2:29]1. The yield is 0.980. (2) The reactants are Cl.[C:2]([C:4]1[CH:5]=[C:6]2[C:10](=[CH:11][CH:12]=1)[NH:9][CH:8]=[C:7]2[CH2:13][CH2:14][CH2:15][CH2:16][N:17]1[CH2:22][CH2:21][N:20]([C:23]2[CH:24]=[CH:25][C:26]3[O:30][C:29]([C:31]([O:33]CC)=O)=[CH:28][C:27]=3[CH:36]=2)[CH2:19][CH2:18]1)#[N:3].[NH3:37].CO. No catalyst specified. The product is [C:2]([C:4]1[CH:5]=[C:6]2[C:10](=[CH:11][CH:12]=1)[NH:9][CH:8]=[C:7]2[CH2:13][CH2:14][CH2:15][CH2:16][N:17]1[CH2:22][CH2:21][N:20]([C:23]2[CH:24]=[CH:25][C:26]3[O:30][C:29]([C:31]([NH2:37])=[O:33])=[CH:28][C:27]=3[CH:36]=2)[CH2:19][CH2:18]1)#[N:3]. The yield is 0.930. (3) The reactants are [Cl:1][C:2]1[CH:3]=[C:4]([N:22]([CH2:31][CH3:32])[C@H:23]2[CH2:28][CH2:27][C@H:26]([NH:29][CH3:30])[CH2:25][CH2:24]2)[C:5]([CH3:21])=[C:6]([CH:20]=1)[C:7]([NH:9][CH2:10][C:11]1[C:12]([O:18][CH3:19])=[N:13][N:14]([CH3:17])[C:15]=1[CH3:16])=[O:8].[CH3:33][O:34][CH2:35][CH2:36][O:37][C:38]1[CH:39]=[C:40]([CH:43]=[CH:44][CH:45]=1)[CH:41]=O.C([BH3-])#N.[Na+]. The catalyst is ClC(Cl)C.CC(C)[O-].[Ti+4].CC(C)[O-].CC(C)[O-].CC(C)[O-]. The product is [Cl:1][C:2]1[CH:3]=[C:4]([N:22]([CH2:31][CH3:32])[C@H:23]2[CH2:24][CH2:25][C@H:26]([N:29]([CH2:41][C:40]3[CH:43]=[CH:44][CH:45]=[C:38]([O:37][CH2:36][CH2:35][O:34][CH3:33])[CH:39]=3)[CH3:30])[CH2:27][CH2:28]2)[C:5]([CH3:21])=[C:6]([CH:20]=1)[C:7]([NH:9][CH2:10][C:11]1[C:12]([O:18][CH3:19])=[N:13][N:14]([CH3:17])[C:15]=1[CH3:16])=[O:8]. The yield is 0.220. (4) The reactants are Br[CH2:2][C:3]#[N:4].[Cl:5][C:6]1[CH:7]=[CH:8][C:9]2[CH2:10][NH:11][CH2:12][CH:13]([C:17]3[CH:22]=[CH:21][CH:20]=[CH:19][CH:18]=3)[O:14][C:15]=2[N:16]=1. The catalyst is C1COCC1.C(OCC)(=O)C. The product is [Cl:5][C:6]1[CH:7]=[CH:8][C:9]2[CH2:10][N:11]([CH2:2][C:3]#[N:4])[CH2:12][CH:13]([C:17]3[CH:22]=[CH:21][CH:20]=[CH:19][CH:18]=3)[O:14][C:15]=2[N:16]=1. The yield is 0.950. (5) The reactants are [Li+].[OH-:2].C([O:5][C:6](=[O:23])[CH2:7][NH:8][CH2:9][C:10]1[CH:15]=[CH:14][C:13]([O:16][C:17]2[CH:22]=[CH:21][CH:20]=[CH:19][CH:18]=2)=[CH:12][CH:11]=1)C. The catalyst is C1COCC1.CO.O. The product is [O:16]([C:13]1[CH:14]=[CH:15][C:10]([C:9]([NH:8][CH2:7][C:6]([OH:5])=[O:23])=[O:2])=[CH:11][CH:12]=1)[C:17]1[CH:22]=[CH:21][CH:20]=[CH:19][CH:18]=1. The yield is 0.914. (6) The catalyst is CN(C=O)C. The product is [Br:10][CH2:9][C:5]1[CH:4]=[C:3]([CH:8]=[CH:7][CH:6]=1)[CH2:2][P:12]([CH3:11])(=[O:16])[O:13][CH2:14][CH3:15]. The reactants are Br[CH2:2][C:3]1[CH:8]=[CH:7][CH:6]=[C:5]([CH2:9][Br:10])[CH:4]=1.[CH3:11][P:12]([O:16]CC)[O:13][CH2:14][CH3:15].O. The yield is 0.440. (7) The catalyst is C1COCC1. The reactants are CON(C)[C:4](=[O:13])[C:5]1[CH:10]=[C:9]([CH3:11])[N:8]=[C:7]([CH3:12])[CH:6]=1.[CH2:15](Br)[C:16]1[CH:21]=[CH:20][CH:19]=[CH:18][CH:17]=1.[Li]CCCC.[NH4+].[Cl-]. The product is [CH3:11][C:9]1[CH:10]=[C:5]([C:4](=[O:13])[CH2:15][C:16]2[CH:21]=[CH:20][CH:19]=[CH:18][CH:17]=2)[CH:6]=[C:7]([CH3:12])[N:8]=1. The yield is 0.990. (8) The reactants are [CH3:1][C:2]1[N:7]=[C:6]([CH:8]=O)[CH:5]=[N:4][CH:3]=1.[C:10](#[N:14])[CH2:11][C:12]#[N:13].[OH:15][C:16]1[CH:24]=[CH:23][CH:22]=[C:21]2[C:17]=1[CH:18]=[CH:19][NH:20]2. No catalyst specified. The yield is 0.220. The product is [NH2:13][C:12]1[O:15][CH:16]2[C:17]3[C:21](=[CH:22][CH:23]=[C:24]2[CH:8]([C:6]2[CH:5]=[N:4][CH:3]=[C:2]([CH3:1])[N:7]=2)[C:11]=1[C:10]#[N:14])[N:20]=[CH:19][CH:18]=3. (9) The reactants are [CH3:1][C:2]1[CH:7]=[CH:6][C:5]([S:8]([N:11]2[CH2:15][CH2:14][CH2:13][C@@H:12]2[CH2:16][CH2:17][OH:18])(=[O:10])=[O:9])=[CH:4][C:3]=1[N+:19]([O-])=O.O.NN. The catalyst is O1CCCC1.CO.[Ni]. The product is [NH2:19][C:3]1[CH:4]=[C:5]([S:8]([N:11]2[CH2:15][CH2:14][CH2:13][C@@H:12]2[CH2:16][CH2:17][OH:18])(=[O:10])=[O:9])[CH:6]=[CH:7][C:2]=1[CH3:1]. The yield is 0.950.